From a dataset of Reaction yield outcomes from USPTO patents with 853,638 reactions. Predict the reaction yield, written as a fraction of the theoretical maximum amount of product (1.0 means a 100% yield; for example, 0.34 means a 34% yield). (1) The reactants are [NH:1]1[C:9]2[CH:8]=[CH:7][CH:6]=[C:5]([C:10]([O:12][CH3:13])=[O:11])[C:4]=2[CH:3]=[CH:2]1.[H-].[Na+].[CH3:16][O:17][C:18]1[CH:25]=[CH:24][C:21]([CH2:22]Br)=[CH:20][CH:19]=1. The catalyst is CN(C=O)C.[I-].C([N+](CCCC)(CCCC)CCCC)CCC. The product is [CH3:16][O:17][C:18]1[CH:25]=[CH:24][C:21]([CH2:22][N:1]2[C:9]3[CH:8]=[CH:7][CH:6]=[C:5]([C:10]([O:12][CH3:13])=[O:11])[C:4]=3[CH:3]=[CH:2]2)=[CH:20][CH:19]=1. The yield is 0.980. (2) The reactants are Cl[C:2]1[CH:7]=[C:6]([CH2:8][CH3:9])[N:5]=[C:4]([CH:10]2[CH2:14][CH2:13][CH2:12][CH2:11]2)[N:3]=1.CC1(C)C(C)(C)OB([CH2:23][C:24]2[CH:29]=[CH:28][C:27]([CH2:30][C:31]([O:33]C)=[O:32])=[CH:26][CH:25]=2)O1.C([O-])([O-])=O.[Na+].[Na+]. The catalyst is O1CCOCC1.O.C1C=CC(P(C2C=CC=CC=2)[C-]2C=CC=C2)=CC=1.C1C=CC(P(C2C=CC=CC=2)[C-]2C=CC=C2)=CC=1.Cl[Pd]Cl.[Fe+2]. The product is [CH:10]1([C:4]2[N:3]=[C:2]([CH2:23][C:24]3[CH:25]=[CH:26][C:27]([CH2:30][C:31]([OH:33])=[O:32])=[CH:28][CH:29]=3)[CH:7]=[C:6]([CH2:8][CH3:9])[N:5]=2)[CH2:11][CH2:12][CH2:13][CH2:14]1. The yield is 0.610. (3) The reactants are [CH2:1]([O:4][C:5]1[CH:6]=[C:7]2[C:22](=[CH:23][CH:24]=1)[C:10]1[NH:11][N:12]=[C:13]([C:14]3[CH:21]=[CH:20][C:17]([C:18]#[N:19])=[CH:16][CH:15]=3)[C:9]=1[CH2:8]2)[CH:2]=[CH2:3].[N-:25]=[N+:26]=[N-:27].[Na+].N(CC)(CC)CC.Cl. The catalyst is CN(C=O)C. The product is [CH2:1]([O:4][C:5]1[CH:6]=[C:7]2[C:22](=[CH:23][CH:24]=1)[C:10]1[NH:11][N:12]=[C:13]([C:14]3[CH:15]=[CH:16][C:17]([C:18]4[NH:27][N:26]=[N:25][N:19]=4)=[CH:20][CH:21]=3)[C:9]=1[CH2:8]2)[CH:2]=[CH2:3]. The yield is 0.290. (4) The reactants are C([O:5][C:6](=[O:35])[CH2:7][CH2:8][N:9]1[CH:13]=[CH:12][C:11]([NH:14][C:15](=[O:34])[C@@H:16]([C:23]2[CH:28]=[CH:27][C:26]([S:29]([CH3:32])(=[O:31])=[O:30])=[C:25]([Cl:33])[CH:24]=2)[CH2:17][CH:18]2[CH2:22][CH2:21][CH2:20][CH2:19]2)=[N:10]1)(C)(C)C. The catalyst is FC(F)(F)C(O)=O.C(Cl)Cl. The product is [Cl:33][C:25]1[CH:24]=[C:23]([C@@H:16]([CH2:17][CH:18]2[CH2:22][CH2:21][CH2:20][CH2:19]2)[C:15]([NH:14][C:11]2[CH:12]=[CH:13][N:9]([CH2:8][CH2:7][C:6]([OH:35])=[O:5])[N:10]=2)=[O:34])[CH:28]=[CH:27][C:26]=1[S:29]([CH3:32])(=[O:31])=[O:30]. The yield is 0.970. (5) The reactants are N[C:2]1C=CC(CC(N)=O)=CC=1.[NH2:12][C:13]1[CH:18]=[CH:17][C:16]([CH2:19][C:20]([OH:22])=[O:21])=[CH:15][CH:14]=1.[S:23](=[O:27])(=[O:26])([OH:25])[OH:24]. The catalyst is CO. The product is [S:23]([OH:27])([OH:26])(=[O:25])=[O:24].[NH2:12][C:13]1[CH:14]=[CH:15][C:16]([CH2:19][C:20]([O:22][CH3:2])=[O:21])=[CH:17][CH:18]=1. The yield is 0.800.